This data is from Full USPTO retrosynthesis dataset with 1.9M reactions from patents (1976-2016). The task is: Predict the reactants needed to synthesize the given product. (1) Given the product [CH2:1]([O:3][C:4](=[O:16])/[CH:5]=[C:6](/[O:8][C:9]1[CH:14]=[CH:13][CH:12]=[C:11]([F:15])[CH:10]=1)\[CH2:7][Br:17])[CH3:2], predict the reactants needed to synthesize it. The reactants are: [CH2:1]([O:3][C:4](=[O:16])/[CH:5]=[C:6](/[O:8][C:9]1[CH:14]=[CH:13][CH:12]=[C:11]([F:15])[CH:10]=1)\[CH3:7])[CH3:2].[Br:17]N1C(=O)CCC1=O.C(OOC(=O)C1C=CC=CC=1)(=O)C1C=CC=CC=1. (2) Given the product [CH3:42][C:43]1[CH:44]=[CH:45][C:46]([S:49]([NH:52][C@H:53]([C:59]([NH:11][CH2:10][CH2:9][CH2:8][CH2:7][C@H:6]([N:5]([S:32]([C:35]2[CH:40]=[CH:39][C:38]([CH3:41])=[CH:37][CH:36]=2)(=[O:34])=[O:33])[CH2:1][CH:2]([CH3:4])[CH3:3])[C:29]([OH:31])=[O:30])=[O:61])[CH2:54][CH2:55][C:56]([OH:58])=[O:57])(=[O:50])=[O:51])=[CH:47][CH:48]=1, predict the reactants needed to synthesize it. The reactants are: [CH2:1]([N:5]([S:32]([C:35]1[CH:40]=[CH:39][C:38]([CH3:41])=[CH:37][CH:36]=1)(=[O:34])=[O:33])[C@H:6]([C:29]([OH:31])=[O:30])[CH2:7][CH2:8][CH2:9][CH2:10][NH:11]C(OCC1C2C=CC=CC=2C2C1=CC=CC=2)=O)[CH:2]([CH3:4])[CH3:3].[CH3:42][C:43]1[CH:48]=[CH:47][C:46]([S:49]([NH:52][C@H:53]([C:59]([OH:61])=O)[CH2:54][CH2:55][C:56]([OH:58])=[O:57])(=[O:51])=[O:50])=[CH:45][CH:44]=1. (3) Given the product [O:26]([C:33]1[CH:34]=[CH:35][CH:36]=[CH:37][C:38]=1[C:15]1[CH:16]=[CH:17][C:12]([O:11][CH2:10][C:6]2[CH:5]=[C:4]([CH:9]=[CH:8][CH:7]=2)[C:3]([OH:2])=[O:19])=[CH:13][CH:14]=1)[C:27]1[CH:32]=[CH:31][CH:30]=[CH:29][CH:28]=1, predict the reactants needed to synthesize it. The reactants are: C[O:2][C:3](=[O:19])[C:4]1[CH:9]=[CH:8][CH:7]=[C:6]([CH2:10][O:11][C:12]2[CH:17]=[CH:16][C:15](I)=[CH:14][CH:13]=2)[CH:5]=1.C(=O)([O-])[O-].[K+].[K+].[O:26]([C:33]1[CH:38]=[CH:37][CH:36]=[CH:35][C:34]=1B(O)O)[C:27]1[CH:32]=[CH:31][CH:30]=[CH:29][CH:28]=1. (4) The reactants are: N[C:2]1[CH:7]=[CH:6][C:5]([N:8]2[CH:13]=[CH:12][CH:11]=[CH:10][C:9]2=[O:14])=[CH:4][C:3]=1[O:15][CH2:16][CH2:17][N:18]1[CH2:23][CH2:22][CH2:21][CH2:20][CH2:19]1.N([O-])=O.[Na+].[Na+].[I-:29]. Given the product [I:29][C:2]1[CH:7]=[CH:6][C:5]([N:8]2[CH:13]=[CH:12][CH:11]=[CH:10][C:9]2=[O:14])=[CH:4][C:3]=1[O:15][CH2:16][CH2:17][N:18]1[CH2:23][CH2:22][CH2:21][CH2:20][CH2:19]1, predict the reactants needed to synthesize it. (5) Given the product [Cl:9][C:10]1[N:11]=[C:12]([NH:8][C:6]2[N:5]=[CH:4][N:3]([CH3:2])[CH:7]=2)[C:13]2[CH2:18][N:17]([C:19]([O:21][C:22]([CH3:25])([CH3:24])[CH3:23])=[O:20])[CH2:16][C:14]=2[N:15]=1, predict the reactants needed to synthesize it. The reactants are: Cl.[CH3:2][N:3]1[CH:7]=[C:6]([NH2:8])[N:5]=[CH:4]1.[Cl:9][C:10]1[N:11]=[C:12](Cl)[C:13]2[CH2:18][N:17]([C:19]([O:21][C:22]([CH3:25])([CH3:24])[CH3:23])=[O:20])[CH2:16][C:14]=2[N:15]=1. (6) Given the product [CH3:23][S:20]([C:17]1[N:16]=[CH:15][C:14]2[C:19](=[C:10]3[CH:9]=[C:8]([C:6]([OH:7])=[O:5])[S:24][C:11]3=[CH:12][CH:13]=2)[N:18]=1)(=[O:21])=[O:22], predict the reactants needed to synthesize it. The reactants are: C([O:5][C:6]([C:8]1[S:24][C:11]2=[CH:12][CH:13]=[C:14]3[C:19]([N:18]=[C:17]([S:20]([CH3:23])(=[O:22])=[O:21])[N:16]=[CH:15]3)=[C:10]2[CH:9]=1)=[O:7])(C)(C)C.C(O)(C(F)(F)F)=O.C(Cl)Cl.O. (7) Given the product [F:14][C:15]([F:39])([F:40])[C:16]1[C:17]([O:28][C@H:29]2[CH2:30][CH2:31][C@@H:32]([C:35]([F:38])([F:36])[F:37])[CH2:33][CH2:34]2)=[CH:18][CH:19]=[C:20]2[C:25]=1[CH:24]=[C:23]([CH2:26][N:2]1[CH2:7][CH2:6][CH2:5][C@H:4]([CH2:8][C:9]([OH:11])=[O:10])[CH2:3]1)[CH:22]=[CH:21]2, predict the reactants needed to synthesize it. The reactants are: Cl.[NH:2]1[CH2:7][CH2:6][CH2:5][C@H:4]([CH2:8][C:9]([O:11]CC)=[O:10])[CH2:3]1.[F:14][C:15]([F:40])([F:39])[C:16]1[C:17]([O:28][C@H:29]2[CH2:34][CH2:33][C@@H:32]([C:35]([F:38])([F:37])[F:36])[CH2:31][CH2:30]2)=[CH:18][CH:19]=[C:20]2[C:25]=1[CH:24]=[C:23]([CH:26]=O)[CH:22]=[CH:21]2.C(O)(=O)C.C(O[BH-](OC(=O)C)OC(=O)C)(=O)C.[Na+].CO.[OH-].[Na+].Cl. (8) Given the product [N:31]1([CH2:30][C:27]2[CH:28]=[CH:29][C:24]([CH2:23][N:21]3[CH:22]=[C:15]4[C:16]([N:17]=[CH:18][N:19]=[C:14]4[NH:1][CH2:2][C:3]4[C:8]([CH3:9])=[N:7][C:6]([NH:10][CH3:11])=[CH:5][C:4]=4[CH3:12])=[N:20]3)=[CH:25][CH:26]=2)[CH:35]=[CH:34][CH:33]=[N:32]1, predict the reactants needed to synthesize it. The reactants are: [NH2:1][CH2:2][C:3]1[C:4]([CH3:12])=[CH:5][C:6]([NH:10][CH3:11])=[N:7][C:8]=1[CH3:9].Cl[C:14]1[C:15]2[C:16](=[N:20][N:21]([CH2:23][C:24]3[CH:29]=[CH:28][C:27]([CH2:30][N:31]4[CH:35]=[CH:34][CH:33]=[N:32]4)=[CH:26][CH:25]=3)[CH:22]=2)[N:17]=[CH:18][N:19]=1.CCN(C(C)C)C(C)C. (9) Given the product [CH2:13]([NH:16][CH:3]1[C:11]2[C:6](=[CH:7][CH:8]=[CH:9][CH:10]=2)[CH2:5][CH2:4]1)[C:14]#[CH:15], predict the reactants needed to synthesize it. The reactants are: [BH4-].[Na+].[C:3]1(=O)[C:11]2[C:6](=[CH:7][CH:8]=[CH:9][CH:10]=2)[CH2:5][CH2:4]1.[CH2:13]([NH2:16])[C:14]#[CH:15].C(=O)([O-])[O-].[K+].[K+].